Dataset: Forward reaction prediction with 1.9M reactions from USPTO patents (1976-2016). Task: Predict the product of the given reaction. Given the reactants [NH:1]1[CH2:6][CH2:5][C:4]2([O:11][C:10]3[C:12]4[C:17]([C:18](=[O:21])[C:19](=[O:20])[C:9]=3[S:8][CH2:7]2)=[CH:16][CH:15]=[CH:14][CH:13]=4)[CH2:3][CH2:2]1.Br[CH2:23][C:24]1[CH:29]=[CH:28][C:27]([CH3:30])=[C:26]([F:31])[CH:25]=1, predict the reaction product. The product is: [F:31][C:26]1[CH:25]=[C:24]([CH:29]=[CH:28][C:27]=1[CH3:30])[CH2:23][N:1]1[CH2:2][CH2:3][C:4]2([O:11][C:10]3[C:12]4[C:17]([C:18](=[O:21])[C:19](=[O:20])[C:9]=3[S:8][CH2:7]2)=[CH:16][CH:15]=[CH:14][CH:13]=4)[CH2:5][CH2:6]1.